Dataset: Forward reaction prediction with 1.9M reactions from USPTO patents (1976-2016). Task: Predict the product of the given reaction. Given the reactants [F:1][C:2]1[CH:7]=[CH:6][CH:5]=[C:4]([F:8])[C:3]=1[N:9]1[C:14]2[N:15]=[C:16](S(C)=O)[N:17]=[C:18]([C:19]3[CH:20]=[C:21]([CH:32]=[CH:33][C:34]=3[CH3:35])[C:22]([NH:24][C:25]3[CH:30]=[CH:29][C:28]([F:31])=[CH:27][CH:26]=3)=[O:23])[C:13]=2[CH2:12][NH:11][C:10]1=[O:39].CN(C=O)C.Cl.Cl.[NH:47]1[CH:51]=[CH:50][N:49]=[C:48]1[CH2:52][NH2:53].C(N(CC)C(C)C)(C)C, predict the reaction product. The product is: [F:1][C:2]1[CH:7]=[CH:6][CH:5]=[C:4]([F:8])[C:3]=1[N:9]1[C:14]2[N:15]=[C:16]([NH:53][CH2:52][C:48]3[NH:47][CH:51]=[CH:50][N:49]=3)[N:17]=[C:18]([C:19]3[CH:20]=[C:21]([CH:32]=[CH:33][C:34]=3[CH3:35])[C:22]([NH:24][C:25]3[CH:30]=[CH:29][C:28]([F:31])=[CH:27][CH:26]=3)=[O:23])[C:13]=2[CH2:12][NH:11][C:10]1=[O:39].